This data is from Forward reaction prediction with 1.9M reactions from USPTO patents (1976-2016). The task is: Predict the product of the given reaction. (1) Given the reactants C(OC(=O)[NH:10][C@H:11]([CH2:23][C:24]([NH:26][CH2:27][CH2:28][NH:29][C:30]([O:32][C:33]([CH3:36])([CH3:35])[CH3:34])=[O:31])=[O:25])[CH2:12][CH2:13][CH2:14][NH:15][C:16]([O:18][C:19]([CH3:22])([CH3:21])[CH3:20])=[O:17])C1C=CC=CC=1, predict the reaction product. The product is: [C:19]([O:18][C:16](=[O:17])[NH:15][CH2:14][CH2:13][CH2:12][C@H:11]([NH2:10])[CH2:23][C:24]([NH:26][CH2:27][CH2:28][NH:29][C:30]([O:32][C:33]([CH3:36])([CH3:35])[CH3:34])=[O:31])=[O:25])([CH3:20])([CH3:22])[CH3:21]. (2) Given the reactants Br[C:2]1[CH:7]=[CH:6][C:5]([N+:8]([O-:10])=[O:9])=[CH:4][CH:3]=1.[CH3:11][NH2:12], predict the reaction product. The product is: [CH3:11][NH:12][C:2]1[CH:7]=[CH:6][C:5]([N+:8]([O-:10])=[O:9])=[CH:4][CH:3]=1. (3) Given the reactants N1C=CC=C1.[CH2:6]([O:8][CH2:9][CH2:10][NH2:11])[CH3:7].[OH:12][C:13]1[CH:18]=[CH:17][C:16]([C:19](=O)[CH2:20][CH2:21][C:22]([C:24]2[CH:32]=[CH:31][C:27]([C:28]([OH:30])=[O:29])=[CH:26][CH:25]=2)=O)=[CH:15][CH:14]=1, predict the reaction product. The product is: [CH2:6]([O:8][CH2:9][CH2:10][N:11]1[C:19]([C:16]2[CH:17]=[CH:18][C:13]([OH:12])=[CH:14][CH:15]=2)=[CH:20][CH:21]=[C:22]1[C:24]1[CH:32]=[CH:31][C:27]([C:28]([OH:30])=[O:29])=[CH:26][CH:25]=1)[CH3:7]. (4) Given the reactants [C:1]([C:5]1[CH:6]=[C:7]([NH:18][C:19]([NH:21][C@@H:22]2[C:31]3[C:26](=[CH:27][CH:28]=[CH:29][CH:30]=3)[C@H:25]([O:32][C:33]3[CH:34]=[CH:35][C:36]4[N:37]([C:39]([N:42]5[CH2:47][CH2:46][CH2:45][CH2:44][C@@H:43]5[CH3:48])=[N:40][N:41]=4)[CH:38]=3)[CH2:24][CH2:23]2)=[O:20])[N:8]([C:10]2[CH:15]=[CH:14][CH:13]=[C:12]([CH2:16][OH:17])[CH:11]=2)[N:9]=1)([CH3:4])([CH3:3])[CH3:2].CCN(C(C)C)C(C)C.[CH3:58][S:59](Cl)(=[O:61])=[O:60], predict the reaction product. The product is: [C:1]([C:5]1[CH:6]=[C:7]([NH:18][C:19]([NH:21][C@@H:22]2[C:31]3[C:26](=[CH:27][CH:28]=[CH:29][CH:30]=3)[C@H:25]([O:32][C:33]3[CH:34]=[CH:35][C:36]4[N:37]([C:39]([N:42]5[CH2:47][CH2:46][CH2:45][CH2:44][C@@H:43]5[CH3:48])=[N:40][N:41]=4)[CH:38]=3)[CH2:24][CH2:23]2)=[O:20])[N:8]([C:10]2[CH:11]=[C:12]([CH:13]=[CH:14][CH:15]=2)[CH2:16][O:17][S:59]([CH3:58])(=[O:61])=[O:60])[N:9]=1)([CH3:4])([CH3:2])[CH3:3]. (5) Given the reactants [O:1]=[C:2]1[N:10]([C:11]2[CH:12]=[C:13]3[C:17](=[CH:18][CH:19]=2)[N:16]([C:20]([O:22][C:23]([CH3:26])([CH3:25])[CH3:24])=[O:21])[CH2:15][CH2:14]3)[C:5]2=[N:6][CH:7]=[CH:8][CH:9]=[C:4]2[NH:3]1.I[CH:28]([CH3:30])[CH3:29].O, predict the reaction product. The product is: [CH3:29][CH:28]([N:3]1[C:4]2[C:5](=[N:6][CH:7]=[CH:8][CH:9]=2)[N:10]([C:11]2[CH:12]=[C:13]3[C:17](=[CH:18][CH:19]=2)[N:16]([C:20]([O:22][C:23]([CH3:26])([CH3:25])[CH3:24])=[O:21])[CH2:15][CH2:14]3)[C:2]1=[O:1])[CH3:30].